From a dataset of Full USPTO retrosynthesis dataset with 1.9M reactions from patents (1976-2016). Predict the reactants needed to synthesize the given product. (1) The reactants are: [NH2:1][C:2]1[S:6][N:5]=[C:4]([CH3:7])[C:3]=1[C:8]([OH:10])=O.S(Cl)(Cl)=O.[F:15][C:16]1[CH:17]=[C:18]([CH:20]=[CH:21][C:22]=1[F:23])[NH2:19].C(N(CC)CC)C. Given the product [NH2:1][C:2]1[S:6][N:5]=[C:4]([CH3:7])[C:3]=1[C:8]([NH:19][C:18]1[CH:20]=[CH:21][C:22]([F:23])=[C:16]([F:15])[CH:17]=1)=[O:10], predict the reactants needed to synthesize it. (2) Given the product [CH3:1][S:2]([C:5]1[CH:6]=[CH:7][C:8]([C:11]2[CH:16]=[CH:15][CH:14]=[C:13]([CH2:17][OH:18])[CH:12]=2)=[CH:9][CH:10]=1)(=[O:3])=[O:4], predict the reactants needed to synthesize it. The reactants are: [CH3:1][S:2]([C:5]1[CH:10]=[CH:9][C:8]([C:11]2[CH:16]=[CH:15][CH:14]=[C:13]([C:17](OC)=[O:18])[CH:12]=2)=[CH:7][CH:6]=1)(=[O:4])=[O:3].[H-].[Al+3].[Li+].[H-].[H-].[H-]. (3) Given the product [CH3:1][O:2][CH2:3][CH2:4][O:5][C:6]1[CH:7]=[C:8]2[C:13](=[CH:14][C:15]=1[O:16][CH2:17][CH2:18][O:19][CH3:20])[N:12]=[CH:11][CH:10]=[C:9]2[O:21][C:22]1[CH:28]=[CH:27][C:25]([NH:26][C:51]([N:41]2[CH2:42][CH2:43][N:44]([C:45]3[CH:50]=[CH:49][CH:48]=[CH:47][CH:46]=3)[C:40]2=[O:39])=[O:52])=[CH:24][C:23]=1[F:29], predict the reactants needed to synthesize it. The reactants are: [CH3:1][O:2][CH2:3][CH2:4][O:5][C:6]1[CH:7]=[C:8]2[C:13](=[CH:14][C:15]=1[O:16][CH2:17][CH2:18][O:19][CH3:20])[N:12]=[CH:11][CH:10]=[C:9]2[O:21][C:22]1[CH:28]=[CH:27][C:25]([NH2:26])=[CH:24][C:23]=1[F:29].CCN(C(C)C)C(C)C.[O:39]=[C:40]1[N:44]([C:45]2[CH:50]=[CH:49][CH:48]=[CH:47][CH:46]=2)[CH2:43][CH2:42][N:41]1[C:51](Cl)=[O:52]. (4) Given the product [Cl:8][C:9]1[CH:14]=[CH:13][C:12](/[CH:15]=[CH:16]/[CH:17]2[CH2:22][CH2:21][N:20]([C:23](=[O:31])[CH2:24][N:25]3[CH2:26][CH2:27][N:28]([C:33]([C:34]4[CH:35]=[N:36][CH:37]=[CH:38][CH:39]=4)=[O:40])[CH2:29][CH2:30]3)[CH2:19][CH2:18]2)=[CH:11][CH:10]=1, predict the reactants needed to synthesize it. The reactants are: CN(C)C=O.Cl.Cl.[Cl:8][C:9]1[CH:14]=[CH:13][C:12](/[CH:15]=[CH:16]/[CH:17]2[CH2:22][CH2:21][N:20]([C:23](=[O:31])[CH2:24][N:25]3[CH2:30][CH2:29][NH:28][CH2:27][CH2:26]3)[CH2:19][CH2:18]2)=[CH:11][CH:10]=1.Cl.[C:33](Cl)(=[O:40])[C:34]1[CH:39]=[CH:38][CH:37]=[N:36][CH:35]=1.C(=O)([O-])[O-].[K+].[K+]. (5) Given the product [CH3:30][C:10]1([CH3:31])[CH2:9][C:8]2[C:13](=[CH:14][CH:15]=[C:6]([C:4]([OH:5])=[O:3])[CH:7]=2)[NH:12][CH:11]1[C:16]1[CH:21]=[C:20]([N:22]2[CH2:27][CH2:26][O:25][CH2:24][CH2:23]2)[CH:19]=[C:18]([O:28][CH3:29])[CH:17]=1, predict the reactants needed to synthesize it. The reactants are: C([O:3][C:4]([C:6]1[CH:7]=[C:8]2[C:13](=[CH:14][CH:15]=1)[NH:12][CH:11]([C:16]1[CH:21]=[C:20]([N:22]3[CH2:27][CH2:26][O:25][CH2:24][CH2:23]3)[CH:19]=[C:18]([O:28][CH3:29])[CH:17]=1)[C:10]([CH3:31])([CH3:30])[CH2:9]2)=[O:5])C.O.[OH-].[Li+].O.Cl. (6) Given the product [CH3:1][N:2]([C:4](/[C:6](/[Br:14])=[CH:7]/[CH:8]1[CH2:13][CH2:12][CH2:11][CH2:10][CH2:9]1)=[O:5])[CH3:3], predict the reactants needed to synthesize it. The reactants are: [CH3:1][N:2]([C:4](/[CH:6]=[CH:7]/[CH:8]1[CH2:13][CH2:12][CH2:11][CH2:10][CH2:9]1)=[O:5])[CH3:3].[Br:14]Br.C(N(CC)CC)C.